Dataset: Full USPTO retrosynthesis dataset with 1.9M reactions from patents (1976-2016). Task: Predict the reactants needed to synthesize the given product. (1) Given the product [CH:1]1([N:6]2[CH2:12][C:11]3([CH2:15][CH2:14][CH2:13]3)[C:10](=[O:16])[N:9]([CH3:17])[C:8]3[CH:18]=[N:19][C:20]([NH:22][C:23]4[CH:31]=[CH:30][C:26]([C:27]([NH:51][CH:44]5[CH2:41][CH2:40][N:39]([CH3:34])[CH2:42][CH2:43]5)=[O:29])=[CH:25][C:24]=4[O:32][CH3:33])=[N:21][C:7]2=3)[CH2:2][CH2:3][CH2:4][CH2:5]1, predict the reactants needed to synthesize it. The reactants are: [CH:1]1([N:6]2[CH2:12][C:11]3([CH2:15][CH2:14][CH2:13]3)[C:10](=[O:16])[N:9]([CH3:17])[C:8]3[CH:18]=[N:19][C:20]([NH:22][C:23]4[CH:31]=[CH:30][C:26]([C:27]([OH:29])=O)=[CH:25][C:24]=4[O:32][CH3:33])=[N:21][C:7]2=3)[CH2:5][CH2:4][CH2:3][CH2:2]1.[CH:34]1([NH:39][CH2:40][C:41]2(C(OCC)=O)[CH2:44][CH2:43][CH2:42]2)CCCC1.C(CC(OCC)=O)#[N:51]. (2) Given the product [Cl:20]([O-:24])(=[O:23])(=[O:22])=[O:21].[CH3:12][C:11]1([CH3:16])[C:10]2[C:11]3[CH:12]=[CH:13][CH:14]=[CH:15][C:16]=3[CH:17]=[CH:18][C:9]=2[N+:7]([C:1]2[CH:6]=[CH:5][CH:4]=[CH:3][CH:2]=2)=[C:10]1[CH3:9], predict the reactants needed to synthesize it. The reactants are: [C:1]1([N:7]([C:9]2[CH:18]=[CH:17][C:16]3[C:11](=[CH:12][CH:13]=[CH:14][CH:15]=3)[CH:10]=2)N)[CH:6]=[CH:5][CH:4]=[CH:3][CH:2]=1.Cl.[Cl:20]([OH:24])(=[O:23])(=[O:22])=[O:21]. (3) Given the product [C:28]1([CH2:27][N:22]([CH2:21][C:15]2[CH:20]=[CH:19][CH:18]=[CH:17][CH:16]=2)[CH2:23][CH:24]([OH:25])[CH2:26][N:4]2[CH:5]=[CH:6][CH:7]=[N:8][C:3]2=[O:2])[CH:29]=[CH:30][CH:31]=[CH:32][CH:33]=1, predict the reactants needed to synthesize it. The reactants are: Cl.[OH:2][C:3]1[N:8]=[CH:7][CH:6]=[CH:5][N:4]=1.C(=O)([O-])[O-].[Na+].[Na+].[C:15]1([CH2:21][N:22]([CH2:27][C:28]2[CH:33]=[CH:32][CH:31]=[CH:30][CH:29]=2)[CH2:23][CH:24]2[CH2:26][O:25]2)[CH:20]=[CH:19][CH:18]=[CH:17][CH:16]=1.O. (4) Given the product [CH2:20]([N:13]([CH:14]1[CH2:19][CH2:18][O:17][CH2:16][CH2:15]1)[C:4]1[C:5]([CH3:12])=[C:6]([CH:11]=[C:2]([B:22]2[O:26][C:25]([CH3:28])([CH3:27])[C:24]([CH3:30])([CH3:29])[O:23]2)[CH:3]=1)[C:7]([O:9][CH3:10])=[O:8])[CH3:21], predict the reactants needed to synthesize it. The reactants are: Br[C:2]1[CH:3]=[C:4]([N:13]([CH2:20][CH3:21])[CH:14]2[CH2:19][CH2:18][O:17][CH2:16][CH2:15]2)[C:5]([CH3:12])=[C:6]([CH:11]=1)[C:7]([O:9][CH3:10])=[O:8].[B:22]1([B:22]2[O:26][C:25]([CH3:28])([CH3:27])[C:24]([CH3:30])([CH3:29])[O:23]2)[O:26][C:25]([CH3:28])([CH3:27])[C:24]([CH3:30])([CH3:29])[O:23]1.C([O-])(=O)C.[K+].C(OCC)(=O)C. (5) The reactants are: Br[C:2]1[CH:3]=[C:4]2[C:9](=[CH:10][CH:11]=1)[N:8]=[CH:7][C:6]([C:12]([CH:14]1[CH2:16][CH2:15]1)=[O:13])=[C:5]2[NH:17][C:18]1[CH:23]=[CH:22][C:21]([CH2:24][N:25]([CH3:27])[CH3:26])=[CH:20][CH:19]=1.[Cl:28][C:29]1[CH:34]=[C:33](B2OC(C)(C)C(C)(C)O2)[CH:32]=[C:31]([Cl:44])[C:30]=1[OH:45]. Given the product [CH:14]1([C:12]([C:6]2[CH:7]=[N:8][C:9]3[C:4]([C:5]=2[NH:17][C:18]2[CH:23]=[CH:22][C:21]([CH2:24][N:25]([CH3:27])[CH3:26])=[CH:20][CH:19]=2)=[CH:3][C:2]([C:33]2[CH:34]=[C:29]([Cl:28])[C:30]([OH:45])=[C:31]([Cl:44])[CH:32]=2)=[CH:11][CH:10]=3)=[O:13])[CH2:15][CH2:16]1, predict the reactants needed to synthesize it. (6) Given the product [F:2][C:3]1[C:8]([F:9])=[CH:7][CH:6]=[CH:5][C:4]=1[NH:10][C:11](=[O:47])[CH2:12][N:13]1[CH:17]=[C:16]([NH:18][C:19]2[C:28]3[C:23](=[CH:24][C:25]([O:44][CH2:45][CH3:46])=[CH:26][C:27]=3[O:29][CH2:30][C@H:31]3[CH2:36][CH2:35][CH2:34][CH2:33][NH:32]3)[N:22]=[CH:21][N:20]=2)[CH:15]=[N:14]1, predict the reactants needed to synthesize it. The reactants are: Cl.[F:2][C:3]1[C:8]([F:9])=[CH:7][CH:6]=[CH:5][C:4]=1[NH:10][C:11](=[O:47])[CH2:12][N:13]1[CH:17]=[C:16]([NH:18][C:19]2[C:28]3[C:23](=[CH:24][C:25]([O:44][CH2:45][CH3:46])=[CH:26][C:27]=3[O:29][CH2:30][C@H:31]3[CH2:36][CH2:35][CH2:34][CH2:33][N:32]3C(OC(C)(C)C)=O)[N:22]=[CH:21][N:20]=2)[CH:15]=[N:14]1.FC(F)(F)C(O)=O. (7) Given the product [Cl:1][C:2]1[N:11]=[C:10]([NH:23][CH2:22][CH2:21][C:18]2[CH:19]=[CH:20][C:15]([O:14][CH3:13])=[CH:16][CH:17]=2)[C:9]2[C:4](=[CH:5][CH:6]=[CH:7][CH:8]=2)[N:3]=1, predict the reactants needed to synthesize it. The reactants are: [Cl:1][C:2]1[N:11]=[C:10](Cl)[C:9]2[C:4](=[CH:5][CH:6]=[CH:7][CH:8]=2)[N:3]=1.[CH3:13][O:14][C:15]1[CH:20]=[CH:19][C:18]([CH2:21][CH2:22][NH2:23])=[CH:17][CH:16]=1.CCN(C(C)C)C(C)C. (8) Given the product [CH3:1][C:2]1([C:8]2[S:10][CH:12]=[C:13]([C:14]([O:16][CH2:17][CH3:18])=[O:15])[N:9]=2)[CH2:7][CH2:6][O:5][CH2:4][CH2:3]1, predict the reactants needed to synthesize it. The reactants are: [CH3:1][C:2]1([C:8](=[S:10])[NH2:9])[CH2:7][CH2:6][O:5][CH2:4][CH2:3]1.Br[CH2:12][C:13](=O)[C:14]([O:16][CH2:17][CH3:18])=[O:15]. (9) Given the product [F:19][C:14]1[CH:13]=[C:12]([CH2:11][C@H:10]([NH:20][C:21](=[O:38])[C:22]2[CH:27]=[CH:26][CH:25]=[C:24]([C:28]([N:30]3[CH2:34][CH2:33][CH2:32][C@@H:31]3[CH2:35][O:36][CH3:37])=[O:29])[CH:23]=2)[C@H:9]([OH:8])[C@H:39]2[CH2:43][C@@H:42]([O:44][CH2:45][CH2:46][CH3:47])[CH2:41][NH:40]2)[CH:17]=[C:16]([F:18])[CH:15]=1, predict the reactants needed to synthesize it. The reactants are: [Si]([O:8][C@H:9]([C@H:39]1[CH2:43][C@@H:42]([O:44][CH2:45][CH2:46][CH3:47])[CH2:41][N:40]1C(OC(C)(C)C)=O)[C@@H:10]([NH:20][C:21](=[O:38])[C:22]1[CH:27]=[CH:26][CH:25]=[C:24]([C:28]([N:30]2[CH2:34][CH2:33][CH2:32][C@@H:31]2[CH2:35][O:36][CH3:37])=[O:29])[CH:23]=1)[CH2:11][C:12]1[CH:17]=[C:16]([F:18])[CH:15]=[C:14]([F:19])[CH:13]=1)(C(C)(C)C)(C)C.C(OC(N1C[C@H](OCCC)C[C@@H]1[C@@H](O[Si](C(C)(C)C)(C)C)[C@@H](NC(C1C=C(C=CC=1)C(O)=O)=O)CC1C=C(F)C=C(F)C=1)=O)(C)(C)C.CCN(C(C)C)C(C)C.CN(C(ON1N=NC2C=CC=NC1=2)=[N+](C)C)C.F[P-](F)(F)(F)(F)F.COC[C@H]1CCCN1. (10) Given the product [Cl:1][C:2]1[CH:10]=[CH:9][CH:8]=[C:7]2[C:3]=1[C:4](=[O:14])[C:5]([CH3:12])([CH3:13])[CH:6]2[OH:11], predict the reactants needed to synthesize it. The reactants are: [Cl:1][C:2]1[CH:10]=[CH:9][CH:8]=[C:7]2[C:3]=1[C:4](=[O:14])[C:5]([CH3:13])([CH3:12])[C:6]2=[O:11].[BH4-].[Na+].